Predict the reaction yield, written as a fraction of the theoretical maximum amount of product (1.0 means a 100% yield; for example, 0.34 means a 34% yield). From a dataset of Reaction yield outcomes from USPTO patents with 853,638 reactions. (1) The reactants are C([O:8][C:9]1[CH:10]=[C:11]([CH:14]=[CH:15][C:16]=1[CH3:17])[C:12]#[N:13])C1C=CC=CC=1. The catalyst is CO.[Pd]. The product is [OH:8][C:9]1[CH:10]=[C:11]([CH:14]=[CH:15][C:16]=1[CH3:17])[C:12]#[N:13]. The yield is 0.936. (2) The reactants are [Cl:1][C:2]1[N:3]=[C:4](Cl)[C:5]2[CH2:10][CH2:9][CH:8]([C:11]3[CH:16]=[CH:15][CH:14]=[CH:13][CH:12]=3)[C:6]=2[N:7]=1.[CH3:18][NH2:19]. The catalyst is C1COCC1. The product is [Cl:1][C:2]1[N:3]=[C:4]([NH:19][CH3:18])[C:5]2[CH2:10][CH2:9][CH:8]([C:11]3[CH:16]=[CH:15][CH:14]=[CH:13][CH:12]=3)[C:6]=2[N:7]=1. The yield is 0.691. (3) The reactants are [O:1]1[CH:5]=[CH:4][CH:3]=[C:2]1[CH:6]([NH:8][C:9](=[O:22])[C:10]1[CH:15]=[C:14]([N:16]2[CH:20]=[N:19][N:18]=[N:17]2)[CH:13]=[C:12](I)[CH:11]=1)[CH3:7].[F:23][C:24]1[CH:29]=[C:28]([CH3:30])[CH:27]=[CH:26][C:25]=1B(O)O.C([O-])([O-])=O.[Cs+].[Cs+]. The product is [O:1]1[CH:5]=[CH:4][CH:3]=[C:2]1[CH:6]([NH:8][C:9]([C:10]1[CH:11]=[C:12]([C:25]2[CH:26]=[CH:27][C:28]([CH3:30])=[CH:29][C:24]=2[F:23])[CH:13]=[C:14]([N:16]2[CH:20]=[N:19][N:18]=[N:17]2)[CH:15]=1)=[O:22])[CH3:7]. The yield is 0.980. The catalyst is C1(C)C=CC=CC=1.C1COCC1.C1C=CC([P]([Pd]([P](C2C=CC=CC=2)(C2C=CC=CC=2)C2C=CC=CC=2)([P](C2C=CC=CC=2)(C2C=CC=CC=2)C2C=CC=CC=2)[P](C2C=CC=CC=2)(C2C=CC=CC=2)C2C=CC=CC=2)(C2C=CC=CC=2)C2C=CC=CC=2)=CC=1. (4) The reactants are Cl[C:2]1[CH:3]=[C:4]([NH:10][C:11]2[CH:16]=[CH:15][C:14]([C:17]([N:19]3[CH2:24][CH2:23][C:22]([OH:26])([CH3:25])[CH2:21][CH2:20]3)=[O:18])=[CH:13][N:12]=2)[C:5](=[O:9])[N:6]([CH3:8])[N:7]=1.[C:27]([O:30][CH2:31][C:32]1[C:37](B2OC(C)(C)C(C)(C)O2)=[CH:36][CH:35]=[CH:34][C:33]=1[N:47]1[N:56]=[CH:55][C:54]2[C:49](=[C:50]([F:61])[CH:51]=[C:52]([C:57]([CH3:60])([CH3:59])[CH3:58])[CH:53]=2)[C:48]1=[O:62])(=[O:29])[CH3:28].C([O-])([O-])=O.[Cs+].[Cs+].[O-]S([O-])(=O)=O.[Na+].[Na+]. The catalyst is O1CCOCC1.O.C(Cl)Cl.C1C=CC(P([C]2[CH][CH][CH][CH]2)C2C=CC=CC=2)=CC=1.C1C=CC(P([C]2[CH][CH][CH][CH]2)C2C=CC=CC=2)=CC=1.Cl[Pd]Cl.[Fe]. The product is [C:57]([C:52]1[CH:53]=[C:54]2[C:49](=[C:50]([F:61])[CH:51]=1)[C:48](=[O:62])[N:47]([C:33]1[CH:34]=[CH:35][CH:36]=[C:37]([C:2]3[CH:3]=[C:4]([NH:10][C:11]4[CH:16]=[CH:15][C:14]([C:17]([N:19]5[CH2:24][CH2:23][C:22]([OH:26])([CH3:25])[CH2:21][CH2:20]5)=[O:18])=[CH:13][N:12]=4)[C:5](=[O:9])[N:6]([CH3:8])[N:7]=3)[C:32]=1[CH2:31][O:30][C:27](=[O:29])[CH3:28])[N:56]=[CH:55]2)([CH3:58])([CH3:59])[CH3:60]. The yield is 1.00. (5) The reactants are [Cl:1][C:2]1[CH:25]=[C:24]([Cl:26])[CH:23]=[CH:22][C:3]=1[CH2:4][N:5]1[C:9]([CH2:10][CH2:11][C:12]([O:14]CC)=[O:13])=[CH:8][C:7]([O:17][CH2:18][CH2:19][O:20][CH3:21])=[N:6]1.[OH-].[Na+].O1CCCC1. The catalyst is C(O)C. The product is [Cl:1][C:2]1[CH:25]=[C:24]([Cl:26])[CH:23]=[CH:22][C:3]=1[CH2:4][N:5]1[C:9]([CH2:10][CH2:11][C:12]([OH:14])=[O:13])=[CH:8][C:7]([O:17][CH2:18][CH2:19][O:20][CH3:21])=[N:6]1. The yield is 0.940. (6) The reactants are [N:1]([CH:4]1[CH:13]([OH:14])[C:12]2[C:7](=[CH:8][C:9]([C:15]#[N:16])=[CH:10][CH:11]=2)[O:6][CH2:5]1)=[N+:2]=[N-:3].Cl.[NH2:18][OH:19].C(=O)(O)[O-].[Na+]. The catalyst is CC(O)C.CCOC(C)=O. The product is [N:1]([CH:4]1[CH:13]([OH:14])[C:12]2[C:7](=[CH:8][C:9]([C:15](=[N:18][OH:19])[NH2:16])=[CH:10][CH:11]=2)[O:6][CH2:5]1)=[N+:2]=[N-:3]. The yield is 0.975. (7) The reactants are [Br:1][C:2]1[CH:7]=[CH:6][C:5]([N:8]([CH3:13])[S:9]([CH3:12])(=[O:11])=[O:10])=[C:4]([N+:14]([O-])=O)[CH:3]=1. The catalyst is C1COCC1.CC(O)=O.[Fe]. The product is [NH2:14][C:4]1[CH:3]=[C:2]([Br:1])[CH:7]=[CH:6][C:5]=1[N:8]([CH3:13])[S:9]([CH3:12])(=[O:11])=[O:10]. The yield is 0.980. (8) The reactants are [Cl:1][C:2]1[S:6][C:5]([S:7]([N:10]([S:22]([C:25]2[S:26][C:27]([Cl:30])=[CH:28][CH:29]=2)(=[O:24])=[O:23])[C:11]2[C:19]3[C:14](=[CH:15][CH:16]=[CH:17][C:18]=3[O:20][CH3:21])[NH:13][N:12]=2)(=[O:9])=[O:8])=[CH:4][CH:3]=1.[CH3:31][N:32]([CH3:44])[CH2:33][CH2:34][O:35][C:36]1[CH:37]=[C:38]([CH2:42]O)[CH:39]=[CH:40][CH:41]=1.C1(P(C2C=CC=CC=2)C2C=CC=CC=2)C=CC=CC=1.N(C(OC(C)(C)C)=O)=NC(OC(C)(C)C)=O. The catalyst is C1COCC1.C(Cl)Cl. The product is [Cl:30][C:27]1[S:26][C:25]([S:22]([N:10]([S:7]([C:5]2[S:6][C:2]([Cl:1])=[CH:3][CH:4]=2)(=[O:8])=[O:9])[C:11]2[C:19]3[C:14](=[CH:15][CH:16]=[CH:17][C:18]=3[O:20][CH3:21])[N:13]([CH2:42][C:38]3[CH:39]=[CH:40][CH:41]=[C:36]([O:35][CH2:34][CH2:33][N:32]([CH3:31])[CH3:44])[CH:37]=3)[N:12]=2)(=[O:23])=[O:24])=[CH:29][CH:28]=1. The yield is 0.700. (9) The reactants are [C:1]([NH:4][C:5]1[CH:13]=[CH:12][CH:11]=[C:10]2[C:6]=1[C:7](=[O:33])[N:8]([CH:15]([C:20]1[CH:25]=[CH:24][C:23]([O:26][CH:27]([F:29])[F:28])=[C:22]([O:30][CH2:31][CH3:32])[CH:21]=1)[CH2:16][C:17]([OH:19])=O)[C:9]2=[O:14])(=[O:3])[CH3:2].C(N1C=CN=C1)(N1C=CN=C1)=O.[NH:46]1[CH2:51][CH2:50][O:49][CH2:48][CH2:47]1.O. The catalyst is O1CCCC1. The product is [F:28][CH:27]([F:29])[O:26][C:23]1[CH:24]=[CH:25][C:20]([CH:15]([N:8]2[C:7](=[O:33])[C:6]3[C:10](=[CH:11][CH:12]=[CH:13][C:5]=3[NH:4][C:1](=[O:3])[CH3:2])[C:9]2=[O:14])[CH2:16][C:17]([N:46]2[CH2:51][CH2:50][O:49][CH2:48][CH2:47]2)=[O:19])=[CH:21][C:22]=1[O:30][CH2:31][CH3:32]. The yield is 0.440. (10) The reactants are C([CH:3]1[CH2:6][CH2:5][C:4]1([O:10][C:11]1[CH:16]=[CH:15][C:14]([Cl:17])=[CH:13][CH:12]=1)[C:7]([OH:9])=[O:8])C.Cl. The catalyst is C(O)(=O)C. The product is [Cl:17][C:14]1[CH:13]=[CH:12][C:11]([O:10][C:4]2([C:7]([OH:9])=[O:8])[CH2:5][CH2:6][CH2:3]2)=[CH:16][CH:15]=1. The yield is 0.870.